From a dataset of Forward reaction prediction with 1.9M reactions from USPTO patents (1976-2016). Predict the product of the given reaction. The product is: [C:11]([O:15][C:16](=[O:29])[NH:17][C:18]1[C:19]([F:1])=[N:20][CH:21]=[CH:22][C:23]=1[I:24])([CH3:14])([CH3:13])[CH3:12]. Given the reactants [F:1]C1N=CC=CC=1C(O)=O.[C:11]([O:15][C:16](=[O:29])[NH:17][C:18]1[CH:19]=[N:20][C:21](C(F)(F)F)=[CH:22][C:23]=1[I:24])([CH3:14])([CH3:13])[CH3:12], predict the reaction product.